This data is from NCI-60 drug combinations with 297,098 pairs across 59 cell lines. The task is: Regression. Given two drug SMILES strings and cell line genomic features, predict the synergy score measuring deviation from expected non-interaction effect. (1) Drug 1: CN(CC1=CN=C2C(=N1)C(=NC(=N2)N)N)C3=CC=C(C=C3)C(=O)NC(CCC(=O)O)C(=O)O. Drug 2: C1CC(C1)(C(=O)O)C(=O)O.[NH2-].[NH2-].[Pt+2]. Cell line: SR. Synergy scores: CSS=66.7, Synergy_ZIP=-5.06, Synergy_Bliss=-8.56, Synergy_Loewe=-16.9, Synergy_HSA=-6.79. (2) Drug 1: CC1CCC2CC(C(=CC=CC=CC(CC(C(=O)C(C(C(=CC(C(=O)CC(OC(=O)C3CCCCN3C(=O)C(=O)C1(O2)O)C(C)CC4CCC(C(C4)OC)O)C)C)O)OC)C)C)C)OC. Drug 2: CCC1(C2=C(COC1=O)C(=O)N3CC4=CC5=C(C=CC(=C5CN(C)C)O)N=C4C3=C2)O.Cl. Cell line: A498. Synergy scores: CSS=32.0, Synergy_ZIP=-7.54, Synergy_Bliss=4.72, Synergy_Loewe=1.01, Synergy_HSA=3.94. (3) Drug 1: CN(C)C1=NC(=NC(=N1)N(C)C)N(C)C. Drug 2: CCC1(CC2CC(C3=C(CCN(C2)C1)C4=CC=CC=C4N3)(C5=C(C=C6C(=C5)C78CCN9C7C(C=CC9)(C(C(C8N6C=O)(C(=O)OC)O)OC(=O)C)CC)OC)C(=O)OC)O.OS(=O)(=O)O. Cell line: IGROV1. Synergy scores: CSS=32.8, Synergy_ZIP=-2.12, Synergy_Bliss=2.84, Synergy_Loewe=-1.47, Synergy_HSA=5.43. (4) Drug 1: C1CC(=O)NC(=O)C1N2CC3=C(C2=O)C=CC=C3N. Drug 2: C1CN(P(=O)(OC1)NCCCl)CCCl. Cell line: SW-620. Synergy scores: CSS=3.60, Synergy_ZIP=-1.85, Synergy_Bliss=-2.80, Synergy_Loewe=-0.446, Synergy_HSA=-2.02. (5) Drug 1: CC1C(C(CC(O1)OC2CC(CC3=C2C(=C4C(=C3O)C(=O)C5=C(C4=O)C(=CC=C5)OC)O)(C(=O)C)O)N)O.Cl. Synergy scores: CSS=45.5, Synergy_ZIP=1.49, Synergy_Bliss=3.75, Synergy_Loewe=4.62, Synergy_HSA=6.59. Drug 2: CC1C(C(CC(O1)OC2CC(CC3=C2C(=C4C(=C3O)C(=O)C5=C(C4=O)C(=CC=C5)OC)O)(C(=O)CO)O)N)O.Cl. Cell line: CAKI-1.